Binary Classification. Given a miRNA mature sequence and a target amino acid sequence, predict their likelihood of interaction. From a dataset of Experimentally validated miRNA-target interactions with 360,000+ pairs, plus equal number of negative samples. (1) The miRNA is hsa-miR-5692b with sequence AAUAAUAUCACAGUAGGUGU. The protein sequence of the target gene is MDMFPLTWVFLALYFSRHQVRGQPDPPCGGRLNSKDAGYITSPGYPQDYPSHQNCEWIVYAPEPNQKIVLNFNPHFEIEKHDCKYDFIEIRDGDSESADLLGKHCGNIAPPTIISSGSMLYIKFTSDYARQGAGFSLRYEIFKTGSEDCSKNFTSPNGTIESPGFPEKYPHNLDCTFTILAKPKMEIILQFLIFDLEHDPLQVGEGDCKYDWLDIWDGIPHVGPLIGKYCGTKTPSELRSSTGILSLTFHTDMAVAKDGFSARYYLVHQEPLENFQCNVPLGMESGRIANEQISASSTYS.... Result: 1 (interaction). (2) The miRNA is hsa-miR-6132 with sequence AGCAGGGCUGGGGAUUGCA. The protein sequence of the target gene is MVGRGVPLCAAQPAVAEGGPAREPPPLLEVSPRKRLPAGPDQDPCGSRPAPEGAGAGPEQGHSAGGGGWCRHCHTKLVELKRQAWKLVSGPGTTLRDPCLSALLLDKLPAPGALPACRPEAERRCDVCATHLQQLTREAMHLLQAPASHEDLDAPHGGPSLAPPSTTTSSRDTPGPAGPAGRQPGRAGPDRTKGLAWSPGPSVQVSVAPAGLGGALSTVTIQAQQCLEGMWSVSRVNSFLPPACLAEAAVAAVAVADTVRECPPVAGPDGLSKAWGRGGVCTSALVTPTPGSVGGSTGPS.... Result: 0 (no interaction). (3) Result: 0 (no interaction). The miRNA is hsa-miR-1178-5p with sequence CAGGGUCAGCUGAGCAUG. The protein sequence of the target gene is MNFLLSWVHWTLALLLYLHHAKWSQAAPTTEGEQKAHEVVKFMDVYQRSYCRPIETLVDIFQEYPDEIEYIFKPSCVPLMRCAGCCNDEALECVPTSESNVTMQIMRIKPHQSQHIGEMSFLQHSRCECRPKKDRTKPEKKSVRGKGKGQKRKRKKSRFKSWSVHCEPCSERRKHLFVQDPQTCKCSCKNTDSRCKARQLELNERTCRCDKPRR. (4) The miRNA is hsa-let-7g-5p with sequence UGAGGUAGUAGUUUGUACAGUU. The protein sequence of the target gene is MSTNTDLSLSSYDEGQGSKFIRKAKETPFVPIGMAGFAAIVAYGLYKLKSRGNTKMSIHLIHMRVAAQGFVVGAMTLGMGYSMYQEFWANPKPKP. Result: 0 (no interaction). (5) Result: 0 (no interaction). The protein sequence of the target gene is MARSVRVLVDMDGVLADFEAGLLRGFRRRFPEEPHVPLEQRRGFLAREQYRALRPDLADKVASVYEAPGFFLDLEPIPGALDAVREMNDLPDTQVFICTSPLLKYHHCVGEKYRWVEQHLGPQFVERIILTRDKTVVLGDLLIDDKDTVRGQEETPSWEHILFTCCHNRHLVLPPTRRRLLSWSDNWREILDSKRGAAQRE. The miRNA is hsa-miR-513c-5p with sequence UUCUCAAGGAGGUGUCGUUUAU. (6) The miRNA is hsa-miR-6728-3p with sequence UCUCUGCUCUGCUCUCCCCAG. The protein sequence of the target gene is MTDVETTYADFIASGRTGRRNAIHDILVSSASGNSNELALKLAGLDINKTEGEEDAQRSSTEQSGEAQGEAAKSES. Result: 1 (interaction). (7) The miRNA is hsa-miR-6502-5p with sequence AGCUCUAGAAAGAUUGUUGACC. The protein sequence of the target gene is MAIPGRQYGLILPKKTQQLHPVLQKPSVFGNDSDDDDETSVSESLQREAAKKQAMKQTKLEIQKALAEDATVYEYDSIYDEMQKKKEENNPKLLLGKDRKPKYIHNLLKAVEIRKKEQEKRMEKKIQREREMEKGEFDDKEAFVTSAYKKKLQERAEEEEREKRAAALEACLDVTKQKDLSGFYRHLLNQAVGEEEVPKCSFREARSGIKEEKSRGFSNEVSSKNRIPQEKCILQTDVKVEENPDADSDFDAKSSADDEIEETRVNCRREKVIETPENDFKHHRSQNHSRSPSEERGHST.... Result: 0 (no interaction). (8) The miRNA is hsa-miR-6513-3p with sequence UCAAGUGUCAUCUGUCCCUAG. Result: 1 (interaction). The protein sequence of the target gene is MEAAVGVPDGGDQGGAGPREDATPMDAYLRKLGLYRKLVAKDGSCLFRAVAEQVLHSQSRHVEVRMACIHYLRENREKFEAFIEGSFEEYLKRLENPQEWVGQVEISALSLMYRKDFIIYREPNVSPSQVTENNFPEKVLLCFSNGNHYDIVYPIKYKESSAMCQSLLYELLYEKVFKTDVSKIVMELDTLEVADEDNSEISDSEDDSCKSKTAAAAADVNGFKPLSGNEQLKNNGNSTSLPLSRKVLKSLNPAVYRNVEYEIWLKSKQAQQKRDYSIAAGLQYEVGDKCQVRLDHNGKF....